Dataset: Full USPTO retrosynthesis dataset with 1.9M reactions from patents (1976-2016). Task: Predict the reactants needed to synthesize the given product. (1) Given the product [Br:1][C:2]1[CH:7]=[CH:6][C:5]2[C:8]3([O:26][C:27](=[O:28])[C:4]=2[CH:3]=1)[CH2:9][CH2:10][N:11]([C:14]([C:16]1[C:24]2[C:19](=[CH:20][C:21]([Cl:25])=[CH:22][CH:23]=2)[N:18]([CH2:30][C:31]([C:33]2[CH:38]=[CH:37][CH:36]=[C:35]([F:39])[CH:34]=2)=[O:32])[CH:17]=1)=[O:15])[CH2:12][CH2:13]3, predict the reactants needed to synthesize it. The reactants are: [Br:1][C:2]1[CH:7]=[CH:6][C:5]2[C:8]3([O:26][C:27](=[O:28])[C:4]=2[CH:3]=1)[CH2:13][CH2:12][N:11]([C:14]([C:16]1[C:24]2[C:19](=[CH:20][C:21]([Cl:25])=[CH:22][CH:23]=2)[NH:18][CH:17]=1)=[O:15])[CH2:10][CH2:9]3.Cl[CH2:30][C:31]([C:33]1[CH:38]=[CH:37][CH:36]=[C:35]([F:39])[CH:34]=1)=[O:32]. (2) Given the product [NH2:1][C:2]1[C:7]([NH2:8])=[CH:6][C:5]([C:11]2[CH:12]=[CH:13][C:14]([F:17])=[CH:15][CH:16]=2)=[CH:4][N:3]=1, predict the reactants needed to synthesize it. The reactants are: [NH2:1][C:2]1[C:7]([N+:8]([O-])=O)=[CH:6][C:5]([C:11]2[CH:16]=[CH:15][C:14]([F:17])=[CH:13][CH:12]=2)=[CH:4][N:3]=1.C(OCC)(=O)C.O1CCCC1.C(N(CC)CC)C.